This data is from Reaction yield outcomes from USPTO patents with 853,638 reactions. The task is: Predict the reaction yield, written as a fraction of the theoretical maximum amount of product (1.0 means a 100% yield; for example, 0.34 means a 34% yield). The reactants are [O:1]1[CH2:3][CH:2]1[C:4]1[CH:12]=[CH:11][C:10]([C:13]#[N:14])=[C:9]2[C:5]=1[CH:6]=[CH:7][N:8]2[S:15]([C:18]1[CH:24]=[CH:23][C:21]([CH3:22])=[CH:20][CH:19]=1)(=[O:17])=[O:16].[NH2:25][CH2:26][CH2:27][OH:28]. The catalyst is CC(O)C. The product is [OH:1][CH:2]([C:4]1[CH:12]=[CH:11][C:10]([C:13]#[N:14])=[C:9]2[C:5]=1[CH:6]=[CH:7][N:8]2[S:15]([C:18]1[CH:19]=[CH:20][C:21]([CH3:22])=[CH:23][CH:24]=1)(=[O:16])=[O:17])[CH2:3][NH:25][CH2:26][CH2:27][OH:28]. The yield is 0.940.